From a dataset of Reaction yield outcomes from USPTO patents with 853,638 reactions. Predict the reaction yield, written as a fraction of the theoretical maximum amount of product (1.0 means a 100% yield; for example, 0.34 means a 34% yield). (1) The reactants are [Si]([O:18][C@@H:19]([CH2:25]/[CH:26]=[CH:27]\[CH2:28][CH2:29][CH2:30][CH2:31][CH2:32][CH2:33][CH2:34][CH2:35][CH:36]([O:55][C:56](=[O:63])[CH2:57][CH2:58][CH2:59][N:60]([CH3:62])[CH3:61])[CH2:37][CH2:38][CH2:39][CH2:40][CH2:41][CH2:42][CH2:43][CH2:44]/[CH:45]=[CH:46]\[CH2:47]/[CH:48]=[CH:49]\[CH2:50][CH2:51][CH2:52][CH2:53][CH3:54])[CH2:20][CH2:21][CH2:22][CH2:23][CH3:24])(C(C)(C)C)(C1C=CC=CC=1)C1C=CC=CC=1.CO.C(Cl)Cl. The catalyst is Cl. The product is [CH3:62][N:60]([CH3:61])[CH2:59][CH2:58][CH2:57][C:56]([O:55][CH:36]([CH2:37][CH2:38][CH2:39][CH2:40][CH2:41][CH2:42][CH2:43][CH2:44]/[CH:45]=[CH:46]\[CH2:47]/[CH:48]=[CH:49]\[CH2:50][CH2:51][CH2:52][CH2:53][CH3:54])[CH2:35][CH2:34][CH2:33][CH2:32][CH2:31][CH2:30][CH2:29][CH2:28]/[CH:27]=[CH:26]\[CH2:25][C@H:19]([OH:18])[CH2:20][CH2:21][CH2:22][CH2:23][CH3:24])=[O:63]. The yield is 0.390. (2) The reactants are [Cl:1][C:2]1[CH:3]=[C:4]([CH:39]=[CH:40][C:41]=1[Cl:42])[C:5]([NH:7][C:8]1[CH:38]=[CH:37][C:11]([O:12][C:13]2[CH:18]=[CH:17][C:16]([CH2:19][C:20]([O:22]C(C)(C)C)=[O:21])=[CH:15][C:14]=2[CH2:27][NH:28][C:29](=[O:36])[C:30]2[CH:35]=[CH:34][CH:33]=[N:32][CH:31]=2)=[CH:10][CH:9]=1)=[O:6]. The catalyst is C(Cl)Cl.C(O)(C(F)(F)F)=O. The product is [Cl:1][C:2]1[CH:3]=[C:4]([CH:39]=[CH:40][C:41]=1[Cl:42])[C:5]([NH:7][C:8]1[CH:38]=[CH:37][C:11]([O:12][C:13]2[CH:18]=[CH:17][C:16]([CH2:19][C:20]([OH:22])=[O:21])=[CH:15][C:14]=2[CH2:27][NH:28][C:29](=[O:36])[C:30]2[CH:35]=[CH:34][CH:33]=[N:32][CH:31]=2)=[CH:10][CH:9]=1)=[O:6]. The yield is 0.880. (3) The reactants are CO[CH:3](OC)[CH2:4][CH:5](OC)OC.[F:12][C:13]1[CH:18]=[CH:17][C:16]([F:19])=[CH:15][C:14]=1[NH:20][NH2:21].Cl. The catalyst is C(O)C. The yield is 0.970. The product is [F:12][C:13]1[CH:18]=[CH:17][C:16]([F:19])=[CH:15][C:14]=1[N:20]1[CH:5]=[CH:4][CH:3]=[N:21]1. (4) The reactants are [Br:1][C:2]1[CH:3]=[CH:4][C:5]2[S:9](=[O:11])(=[O:10])[NH:8][CH2:7][C:6]=2[CH:12]=1.Cl[CH2:14][C@H:15]1[CH2:19][O:18][C:17]([CH3:21])([CH3:20])[O:16]1.C([O-])([O-])=O.[K+].[K+]. The catalyst is CN(C=O)C. The product is [Br:1][C:2]1[CH:3]=[CH:4][C:5]2[S:9](=[O:10])(=[O:11])[N:8]([CH2:14][C@H:15]3[CH2:19][O:18][C:17]([CH3:21])([CH3:20])[O:16]3)[CH2:7][C:6]=2[CH:12]=1. The yield is 0.420.